Dataset: Forward reaction prediction with 1.9M reactions from USPTO patents (1976-2016). Task: Predict the product of the given reaction. (1) Given the reactants Br[C:2]1[CH:3]=[C:4]([CH:8]2[C:17]([CH3:19])([CH3:18])[CH2:16][C:15]3[C:10](=[CH:11][CH:12]=[C:13]([C:20]([OH:22])=[O:21])[CH:14]=3)[NH:9]2)[CH:5]=[CH:6][CH:7]=1.[NH2:23][C:24]([CH3:28])([CH3:27])[CH2:25][OH:26].Cl.CN(C)CC(O)=O.C(=O)([O-])[O-].[K+].[K+], predict the reaction product. The product is: [OH:26][CH2:25][C:24]([NH:23][C:2]1[CH:3]=[C:4]([CH:8]2[C:17]([CH3:19])([CH3:18])[CH2:16][C:15]3[C:10](=[CH:11][CH:12]=[C:13]([C:20]([OH:22])=[O:21])[CH:14]=3)[NH:9]2)[CH:5]=[CH:6][CH:7]=1)([CH3:28])[CH3:27]. (2) Given the reactants [Cl:1][C:2]1[CH:3]=[C:4]([CH:7]=[C:8]([Cl:11])[C:9]=1[NH2:10])[CH2:5][NH2:6].[C:12]([O-:15])([O-])=O.[K+].[K+].Cl.CNC.O.[CH3:23][N:24]([CH:26]=O)[CH3:25], predict the reaction product. The product is: [NH2:6][CH2:5][C:4]1[CH:3]=[C:2]([Cl:1])[C:9]([NH:10][C:12](=[O:15])[CH2:23][N:24]([CH3:26])[CH3:25])=[C:8]([Cl:11])[CH:7]=1. (3) Given the reactants C(OC([N:8]1[CH2:13][CH2:12][CH:11]([N:14]2[C:19]3=[N:20][C:21]([NH:24][C:25]4[CH:30]=[CH:29][CH:28]=[CH:27][CH:26]=4)=[N:22][CH:23]=[C:18]3[CH2:17][N:16]([C:31]3[CH:36]=[CH:35][C:34]([O:37][CH3:38])=[CH:33][CH:32]=3)[C:15]2=[O:39])[CH2:10][CH2:9]1)=O)(C)(C)C.O, predict the reaction product. The product is: [CH3:38][O:37][C:34]1[CH:33]=[CH:32][C:31]([N:16]2[CH2:17][C:18]3[C:19](=[N:20][C:21]([NH:24][C:25]4[CH:30]=[CH:29][CH:28]=[CH:27][CH:26]=4)=[N:22][CH:23]=3)[N:14]([CH:11]3[CH2:12][CH2:13][NH:8][CH2:9][CH2:10]3)[C:15]2=[O:39])=[CH:36][CH:35]=1. (4) Given the reactants C([Li])CCC.Br[C:7]1[CH:8]=[CH:9][C:10]([F:20])=[C:11]([CH:19]=1)[CH2:12][N:13]1[CH2:18][CH2:17][O:16][CH2:15][CH2:14]1.[N:21]([C:30]([O:32][C:33]([CH3:36])([CH3:35])[CH3:34])=[O:31])=[N:22][C:23]([O:25][C:26]([CH3:29])([CH3:28])[CH3:27])=[O:24], predict the reaction product. The product is: [F:20][C:10]1[CH:9]=[CH:8][C:7]([N:21]([C:30]([O:32][C:33]([CH3:36])([CH3:35])[CH3:34])=[O:31])[NH:22][C:23]([O:25][C:26]([CH3:27])([CH3:28])[CH3:29])=[O:24])=[CH:19][C:11]=1[CH2:12][N:13]1[CH2:18][CH2:17][O:16][CH2:15][CH2:14]1. (5) The product is: [CH2:1]([O:8][N:9]1[C:14]([SH:21]2[CH2:22][CH2:23][NH:24][C:20]2=[S:19])=[CH:13][CH2:12][C:11](=[C:42]=[O:43])[C:10]1=[O:18])[C:2]1[CH:3]=[CH:4][CH:5]=[CH:6][CH:7]=1. Given the reactants [CH2:1]([O:8][N:9]1[C:14](C(O)=O)=[CH:13][CH:12]=[CH:11][C:10]1=[O:18])[C:2]1[CH:7]=[CH:6][CH:5]=[CH:4][CH:3]=1.[SH:19][C:20]1[S:21][CH2:22][CH2:23][N:24]=1.C1(N=C=NC2CCCCC2)CCCCC1.C1C[O:43][CH2:42]C1, predict the reaction product. (6) Given the reactants [F:1][C:2]1[CH:7]=[CH:6][CH:5]=[CH:4][C:3]=1[C:8]1[CH:9]=[N:10][CH:11]=[CH:12][CH:13]=1.[ClH:14], predict the reaction product. The product is: [ClH:14].[F:1][C:2]1[CH:7]=[CH:6][CH:5]=[CH:4][C:3]=1[CH:8]1[CH2:13][CH2:12][CH2:11][NH:10][CH2:9]1. (7) Given the reactants [NH2:1][C:2]1[C:7]([C:8]([C:10]2[C:15]([O:16][CH3:17])=[CH:14][CH:13]=[C:12]([F:18])[C:11]=2[F:19])=[O:9])=[CH:6][N:5]=[C:4]([NH:20][C@H:21]2[CH2:26][CH2:25][C@H:24]([NH2:27])[CH2:23][CH2:22]2)[N:3]=1.C(N(CC)CC)C.[C:35]1(=[O:41])[O:40][C:38](=[O:39])[CH2:37][CH2:36]1, predict the reaction product. The product is: [NH2:1][C:2]1[C:7]([C:8](=[O:9])[C:10]2[C:15]([O:16][CH3:17])=[CH:14][CH:13]=[C:12]([F:18])[C:11]=2[F:19])=[CH:6][N:5]=[C:4]([NH:20][C@H:21]2[CH2:26][CH2:25][C@H:24]([NH:27][C:35](=[O:41])[CH2:36][CH2:37][C:38]([OH:40])=[O:39])[CH2:23][CH2:22]2)[N:3]=1. (8) Given the reactants [CH3:1][S:2]([C:5]1[CH:10]=[CH:9][C:8]([CH:11]2[CH2:20][CH2:19][C:18]3[C:13](=[CH:14][CH:15]=[C:16]([O:21][CH3:22])[CH:17]=3)[C:12]2=O)=[CH:7][CH:6]=1)(=[O:4])=[O:3].P(Br)(Br)[Br:25], predict the reaction product. The product is: [Br:25][C:12]1[C:13]2[C:18](=[CH:17][C:16]([O:21][CH3:22])=[CH:15][CH:14]=2)[CH2:19][CH2:20][C:11]=1[C:8]1[CH:9]=[CH:10][C:5]([S:2]([CH3:1])(=[O:4])=[O:3])=[CH:6][CH:7]=1. (9) Given the reactants Br[C:2]1[CH:3]=[CH:4][C:5]2[N:9]=[CH:8][N:7]([C:10]3[CH:15]=[CH:14][C:13]([F:16])=[CH:12][C:11]=3[F:17])[C:6]=2[CH:18]=1.[Cl:19][C:20]1[CH:25]=[CH:24][C:23]([N:26]2[C:30](B(O)O)=[CH:29][CH:28]=[N:27]2)=[CH:22][CH:21]=1, predict the reaction product. The product is: [Cl:19][C:20]1[CH:21]=[CH:22][C:23]([N:26]2[C:30]([C:2]3[CH:3]=[CH:4][C:5]4[N:9]=[CH:8][N:7]([C:10]5[CH:15]=[CH:14][C:13]([F:16])=[CH:12][C:11]=5[F:17])[C:6]=4[CH:18]=3)=[CH:29][CH:28]=[N:27]2)=[CH:24][CH:25]=1.